From a dataset of Catalyst prediction with 721,799 reactions and 888 catalyst types from USPTO. Predict which catalyst facilitates the given reaction. (1) The catalyst class is: 86. Reactant: [NH2:1][C:2]1[CH:9]=[CH:8][C:5]([C:6]#N)=[CH:4][CH:3]=1.[S-:10][C:11]#[N:12].[K+].BrBr.[C:16](#[N:23])C1C=CC=CC=1. Product: [NH2:12][C:11]1[S:10][C:3]2[CH:4]=[C:5]([CH2:6][C:16]#[N:23])[CH:8]=[CH:9][C:2]=2[N:1]=1. (2) The catalyst class is: 63. Reactant: [CH3:1][CH:2]([S:4]([NH:7][CH:8]1[CH2:13][CH2:12][CH2:11][CH2:10][CH:9]1[O:14]CC1C=CC=CC=1)(=[O:6])=[O:5])[CH3:3]. Product: [OH:14][CH:9]1[CH2:10][CH2:11][CH2:12][CH2:13][CH:8]1[NH:7][S:4]([CH:2]([CH3:3])[CH3:1])(=[O:6])=[O:5]. (3) Product: [CH2:38]([O:31][C:30]1[C:22]([C:2]2([OH:1])[C:10]3[C:5](=[CH:6][CH:7]=[CH:8][CH:9]=3)[N:4]([CH2:11][C:12]3[O:13][C:14]([C:17]([F:19])([F:20])[F:18])=[CH:15][CH:16]=3)[C:3]2=[O:21])=[CH:23][C:24]2[O:28][CH2:27][O:26][C:25]=2[CH:29]=1)[C:39]1[CH:44]=[CH:43][CH:42]=[CH:41][CH:40]=1. The catalyst class is: 9. Reactant: [OH:1][C:2]1([C:22]2[C:30]([OH:31])=[CH:29][C:25]3[O:26][CH2:27][O:28][C:24]=3[CH:23]=2)[C:10]2[C:5](=[CH:6][CH:7]=[CH:8][CH:9]=2)[N:4]([CH2:11][C:12]2[O:13][C:14]([C:17]([F:20])([F:19])[F:18])=[CH:15][CH:16]=2)[C:3]1=[O:21].C(=O)([O-])[O-].[K+].[K+].[CH2:38](Br)[C:39]1[CH:44]=[CH:43][CH:42]=[CH:41][CH:40]=1. (4) Reactant: [F:1][C:2]1[C:7]([N:8]=[C:9]=[O:10])=[C:6]([F:11])[C:5]([F:12])=[C:4]([F:13])[C:3]=1[F:14].CCN(C(C)C)C(C)C.[Cl:24][C:25]1[CH:34]=[C:33]2[C:28]([C:29]([N:36]3[CH2:41][CH2:40][NH:39][CH2:38][CH2:37]3)=[CH:30][C:31]([NH2:35])=[N:32]2)=[CH:27][CH:26]=1. Product: [NH2:35][C:31]1[CH:30]=[C:29]([N:36]2[CH2:37][CH2:38][N:39]([C:9]([NH:8][C:7]3[C:2]([F:1])=[C:3]([F:14])[C:4]([F:13])=[C:5]([F:12])[C:6]=3[F:11])=[O:10])[CH2:40][CH2:41]2)[C:28]2[C:33](=[CH:34][C:25]([Cl:24])=[CH:26][CH:27]=2)[N:32]=1. The catalyst class is: 3. (5) Reactant: [OH-].[Na+].[C:3]([NH:6][C:7]1[CH:20]=[CH:19][CH:18]=[CH:17][C:8]=1[C:9]([C:11]1[CH:16]=[CH:15][CH:14]=[CH:13][CH:12]=1)=O)(=[O:5])[CH3:4]. Product: [OH:5][C:3]1[CH:4]=[C:9]([C:11]2[CH:16]=[CH:15][CH:14]=[CH:13][CH:12]=2)[C:8]2[C:7](=[CH:20][CH:19]=[CH:18][CH:17]=2)[N:6]=1. The catalyst class is: 8. (6) Reactant: [C-:1]#[N:2].[K+].[Cl:4][C:5]1[CH:6]=[C:7]([CH:10]=[CH:11][CH:12]=1)[CH:8]=[O:9].C(O)(=O)C. Product: [Cl:4][C:5]1[CH:6]=[C:7]([CH:8]([OH:9])[C:1]#[N:2])[CH:10]=[CH:11][CH:12]=1. The catalyst class is: 5. (7) Reactant: Cl[C:2]1[CH:10]=[C:9]([CH:11]([CH3:13])[CH3:12])[C:5]([C:6]([OH:8])=[O:7])=[CH:4][N:3]=1.[Cl:14][C:15]1[CH:16]=[C:17]([CH:19]=[CH:20][CH:21]=1)[NH2:18]. Product: [Cl:14][C:15]1[CH:16]=[C:17]([NH:18][C:2]2[CH:10]=[C:9]([CH:11]([CH3:13])[CH3:12])[C:5]([C:6]([OH:8])=[O:7])=[CH:4][N:3]=2)[CH:19]=[CH:20][CH:21]=1. The catalyst class is: 32. (8) Reactant: [OH:1][C:2]1[CH:7]=[CH:6][C:5]([CH2:8][CH2:9][NH:10][C:11]2[N:16]=[C:15]([C:17]3[CH:18]=[C:19]([CH:23]=[CH:24][CH:25]=3)[C:20]([OH:22])=O)[CH:14]=[CH:13][N:12]=2)=[CH:4][CH:3]=1.C(OC([N:33]1[CH2:37][CH2:36][CH:35]([CH2:38][NH2:39])[CH2:34]1)=O)(C)(C)C.C(Cl)CCl. Product: [OH:1][C:2]1[CH:7]=[CH:6][C:5]([CH2:8][CH2:9][NH:10][C:11]2[N:16]=[C:15]([C:17]3[CH:18]=[C:19]([CH:23]=[CH:24][CH:25]=3)[C:20]([NH:39][CH2:38][CH:35]3[CH2:36][CH2:37][NH:33][CH2:34]3)=[O:22])[CH:14]=[CH:13][N:12]=2)=[CH:4][CH:3]=1. The catalyst class is: 3.